Dataset: Catalyst prediction with 721,799 reactions and 888 catalyst types from USPTO. Task: Predict which catalyst facilitates the given reaction. (1) Reactant: [CH3:1][O:2][C:3]1[CH:8]=[CH:7][C:6]([C:9]2[CH:10]=[N:11][C:12]([NH:15][C:16]3[CH:17]=[N:18][C:19]([CH3:25])=[C:20]([CH:24]=3)[C:21](O)=[O:22])=[N:13][CH:14]=2)=[CH:5][CH:4]=1.CN(C(ON1N=NC2C=CC=NC1=2)=[N+](C)C)C.F[P-](F)(F)(F)(F)F.CCN(C(C)C)C(C)C.[CH3:59][S:60]([N:63]1[CH2:68][CH2:67][NH:66][CH2:65][CH2:64]1)(=[O:62])=[O:61]. Product: [CH3:59][S:60]([N:63]1[CH2:68][CH2:67][N:66]([C:21]([C:20]2[C:19]([CH3:25])=[N:18][CH:17]=[C:16]([NH:15][C:12]3[N:13]=[CH:14][C:9]([C:6]4[CH:5]=[CH:4][C:3]([O:2][CH3:1])=[CH:8][CH:7]=4)=[CH:10][N:11]=3)[CH:24]=2)=[O:22])[CH2:65][CH2:64]1)(=[O:62])=[O:61]. The catalyst class is: 3. (2) Reactant: [C:1]1([CH2:7][C@@H:8]([NH2:10])[CH3:9])[CH:6]=[CH:5][CH:4]=[CH:3][CH:2]=1.[I:11][C:12]1[CH:19]=[CH:18][C:15]([CH:16]=O)=[CH:14][CH:13]=1.[O-]S([O-])(=O)=O.[Mg+2]. Product: [I:11][C:12]1[CH:19]=[CH:18][C:15]([CH:16]=[N:10][C@@H:8]([CH3:9])[CH2:7][C:1]2[CH:6]=[CH:5][CH:4]=[CH:3][CH:2]=2)=[CH:14][CH:13]=1. The catalyst class is: 48. (3) Reactant: C(OC([NH:11][C@H:12]1[CH2:17][CH2:16][N:15]([C:18]2[O:19][C:20]([CH2:30][CH3:31])=[C:21]([C:23]([O:25][CH2:26][CH2:27][CH2:28][CH3:29])=[O:24])[N:22]=2)[CH2:14][C@H:13]1[O:32][CH3:33])=O)C1C=CC=CC=1.C(OCC)(=O)C. Product: [NH2:11][C@H:12]1[CH2:17][CH2:16][N:15]([C:18]2[O:19][C:20]([CH2:30][CH3:31])=[C:21]([C:23]([O:25][CH2:26][CH2:27][CH2:28][CH3:29])=[O:24])[N:22]=2)[CH2:14][C@H:13]1[O:32][CH3:33]. The catalyst class is: 43. (4) Reactant: [CH2:1]([C:4]1[C:13]([OH:14])=[C:12]2[C:7]([CH:8]=[CH:9][CH:10]=[N:11]2)=[C:6]([Cl:15])[CH:5]=1)[CH:2]=[CH2:3].C(=O)([O-])[O-].[K+].[K+].[CH2:22](Br)[C:23]1[CH:28]=[CH:27][CH:26]=[CH:25][CH:24]=1. Product: [CH2:1]([C:4]1[C:13]([O:14][CH2:22][C:23]2[CH:28]=[CH:27][CH:26]=[CH:25][CH:24]=2)=[C:12]2[C:7]([CH:8]=[CH:9][CH:10]=[N:11]2)=[C:6]([Cl:15])[CH:5]=1)[CH:2]=[CH2:3]. The catalyst class is: 883. (5) Reactant: [OH:1][C:2]1[C:9]([CH3:10])=[CH:8][C:5]([C:6]#[N:7])=[CH:4][C:3]=1[CH3:11].[CH3:12][C:13]1([CH3:20])[O:17][C@H:16]([CH2:18]O)[CH2:15][O:14]1.C1(P(C2C=CC=CC=2)C2C=CC=CC=2)C=CC=CC=1.N(C(OCC)=O)=NC(OCC)=O. Product: [CH3:12][C:13]1([CH3:20])[O:17][C@H:16]([CH2:18][O:1][C:2]2[C:3]([CH3:11])=[CH:4][C:5]([C:6]#[N:7])=[CH:8][C:9]=2[CH3:10])[CH2:15][O:14]1. The catalyst class is: 1. (6) Reactant: [Cl-].[Li+].C([Mg]Cl)(C)C.Br[C:9]1[N:13]([CH3:14])[CH:12]=[N:11][CH:10]=1.[N:15]1([C:20]2[CH:48]=[CH:47][C:23]([CH2:24][C:25]3[C:26]([O:45][CH3:46])=[N:27][C:28]4[C:33]([C:34]=3[Cl:35])=[CH:32][C:31]([C:36]([C:38]3[CH:43]=[CH:42][C:41]([Cl:44])=[CH:40][CH:39]=3)=[O:37])=[CH:30][CH:29]=4)=[CH:22][CH:21]=2)[CH:19]=[N:18][CH:17]=[N:16]1.[Cl-].[NH4+]. The catalyst class is: 7. Product: [N:15]1([C:20]2[CH:48]=[CH:47][C:23]([CH2:24][C:25]3[C:26]([O:45][CH3:46])=[N:27][C:28]4[C:33]([C:34]=3[Cl:35])=[CH:32][C:31]([C:36]([C:38]3[CH:43]=[CH:42][C:41]([Cl:44])=[CH:40][CH:39]=3)([C:9]3[N:13]([CH3:14])[CH:12]=[N:11][CH:10]=3)[OH:37])=[CH:30][CH:29]=4)=[CH:22][CH:21]=2)[CH:19]=[N:18][CH:17]=[N:16]1.